This data is from Forward reaction prediction with 1.9M reactions from USPTO patents (1976-2016). The task is: Predict the product of the given reaction. Given the reactants [Cl:1][C:2]1[C:3]([CH3:21])=[CH:4][C:5]([N+:18]([O-])=O)=[C:6]([NH:8][CH:9]2[CH:14]([OH:15])[CH:13]([OH:16])[CH:12]([OH:17])[CH2:11][O:10]2)[CH:7]=1.[BH4-].[Na+], predict the reaction product. The product is: [NH2:18][C:5]1[CH:4]=[C:3]([CH3:21])[C:2]([Cl:1])=[CH:7][C:6]=1[NH:8][CH2:9][C@H:14]([OH:15])[C@H:13]([OH:16])[C@H:12]([OH:17])[CH2:11][OH:10].